From a dataset of Full USPTO retrosynthesis dataset with 1.9M reactions from patents (1976-2016). Predict the reactants needed to synthesize the given product. (1) Given the product [F:26][C:27]1[CH:34]=[CH:33][CH:32]=[C:31]([C:35]([F:36])([F:37])[F:38])[C:28]=1[CH2:29][N:19]1[CH:20]=[CH:21][C:17]([NH:16][C:14](=[O:15])[C:13]2[CH:22]=[CH:23][CH:24]=[CH:25][C:12]=2[CH3:11])=[N:18]1, predict the reactants needed to synthesize it. The reactants are: C[Si]([N-][Si](C)(C)C)(C)C.[Li+].[CH3:11][C:12]1[CH:25]=[CH:24][CH:23]=[CH:22][C:13]=1[C:14]([NH:16][C:17]1[CH:21]=[CH:20][NH:19][N:18]=1)=[O:15].[F:26][C:27]1[CH:34]=[CH:33][CH:32]=[C:31]([C:35]([F:38])([F:37])[F:36])[C:28]=1[CH2:29]Br. (2) Given the product [Cl:22][C:19]1[CH:20]=[CH:21][C:16]([C@@H:8]([C:9]2[CH:10]=[N:11][CH:12]=[C:13]([F:15])[CH:14]=2)[C@@H:4]([C:5]([NH:24][C:25]2[CH:55]=[CH:54][CH:53]=[C:52]([F:56])[C:26]=2[CH2:27][CH2:28][C@H:29]2[O:34][CH2:33][C@@H:32]([CH2:35][O:36][C:37](=[O:44])[NH:38][CH2:39][C:40]([F:41])([F:43])[F:42])[NH:31][CH2:30]2)=[O:7])[NH:1][C:37]([O:36][CH3:35])=[O:44])=[CH:17][C:18]=1[F:23], predict the reactants needed to synthesize it. The reactants are: [N:1]([C@@H:4]([C@@H:8]([C:16]1[CH:21]=[CH:20][C:19]([Cl:22])=[C:18]([F:23])[CH:17]=1)[C:9]1[CH:10]=[N:11][CH:12]=[C:13]([F:15])[CH:14]=1)[C:5]([OH:7])=O)=[N+]=[N-].[NH2:24][C:25]1[CH:55]=[CH:54][CH:53]=[C:52]([F:56])[C:26]=1[CH2:27][CH2:28][C@H:29]1[O:34][CH2:33][C@@H:32]([CH2:35][O:36][C:37](=[O:44])[NH:38][CH2:39][C:40]([F:43])([F:42])[F:41])[N:31](C(OC(C)(C)C)=O)[CH2:30]1.